This data is from Full USPTO retrosynthesis dataset with 1.9M reactions from patents (1976-2016). The task is: Predict the reactants needed to synthesize the given product. (1) Given the product [Cl:1][C:2]1[CH:3]=[C:4]([CH:17]=[CH:18][CH:19]=1)[CH2:5][NH:6][C:7]1[O:8][C:9]2[C:10](=[C:12]([NH:16][CH2:26][C:27]([F:35])([F:34])[C:28]3[CH:33]=[CH:32][CH:31]=[CH:30][N:29]=3)[CH:13]=[CH:14][CH:15]=2)[N:11]=1, predict the reactants needed to synthesize it. The reactants are: [Cl:1][C:2]1[CH:3]=[C:4]([CH:17]=[CH:18][CH:19]=1)[CH2:5][NH:6][C:7]1[O:8][C:9]2[C:10](=[C:12]([NH2:16])[CH:13]=[CH:14][CH:15]=2)[N:11]=1.FC(F)(F)S(O[CH2:26][C:27]([F:35])([F:34])[C:28]1[CH:33]=[CH:32][CH:31]=[CH:30][N:29]=1)(=O)=O.CCN(C(C)C)C(C)C. (2) Given the product [Br:15][C:12]1[S:11][C:10]([C:7]2[CH2:6][CH:5]([CH2:4][N:1]3[CH:17]=[CH:16][N:3]=[N:2]3)[O:9][N:8]=2)=[CH:14][CH:13]=1, predict the reactants needed to synthesize it. The reactants are: [N:1]([CH2:4][CH:5]1[O:9][N:8]=[C:7]([C:10]2[S:11][C:12]([Br:15])=[CH:13][CH:14]=2)[CH2:6]1)=[N+:2]=[N-:3].[CH:16]12CC(C=C1)C=[CH:17]2. (3) The reactants are: C(I)CCCC.[N:7]1[CH:12]=[CH:11][C:10]([CH2:13][CH2:14][NH:15][CH2:16][CH2:17][CH2:18][CH2:19][CH3:20])=[CH:9][CH:8]=1.Cl[C:22]([O:24][CH3:25])=[O:23]. Given the product [CH2:16]([N:15]([CH2:14][CH2:13][C:10]1[CH:11]=[CH:12][N:7]=[CH:8][CH:9]=1)[C:22](=[O:23])[O:24][CH3:25])[CH2:17][CH2:18][CH2:19][CH3:20], predict the reactants needed to synthesize it.